This data is from Full USPTO retrosynthesis dataset with 1.9M reactions from patents (1976-2016). The task is: Predict the reactants needed to synthesize the given product. Given the product [C:1]([C:3]1[CH:4]=[C:5]([C:9]([CH3:15])([CH3:14])[C:10]([OH:12])=[O:11])[CH:6]=[CH:7][CH:8]=1)#[N:2], predict the reactants needed to synthesize it. The reactants are: [C:1]([C:3]1[CH:4]=[C:5]([C:9]([CH3:15])([CH3:14])[C:10]([O:12]C)=[O:11])[CH:6]=[CH:7][CH:8]=1)#[N:2].[OH-].[Na+].Cl.